Dataset: Forward reaction prediction with 1.9M reactions from USPTO patents (1976-2016). Task: Predict the product of the given reaction. (1) Given the reactants Cl[C:2]([O:4][CH3:5])=[O:3].[NH2:6][CH2:7][C@@H:8]1[O:12][C:11](=[O:13])[N:10]([C:14]2[CH:25]=[CH:24][C:17]3[N:18]([CH3:23])[C:19](=[O:22])[O:20][CH2:21][C:16]=3[CH:15]=2)[CH2:9]1.C(N(CC)C(C)C)(C)C, predict the reaction product. The product is: [CH3:23][N:18]1[C:17]2[CH:24]=[CH:25][C:14]([N:10]3[CH2:9][C@H:8]([CH2:7][NH:6][C:2](=[O:3])[O:4][CH3:5])[O:12][C:11]3=[O:13])=[CH:15][C:16]=2[CH2:21][O:20][C:19]1=[O:22]. (2) Given the reactants [CH3:1][C:2](N(C)C)=[O:3].ClC(Cl)C.S(OS(C(F)(F)F)(=O)=O)(C(F)(F)F)(=O)=O.[Br:26][C:27]1[CH:32]=[CH:31][C:30]([CH:33]=[CH2:34])=[CH:29][CH:28]=1.N1C(C)=CC(C)=CC=1C, predict the reaction product. The product is: [Br:26][C:27]1[CH:32]=[CH:31][C:30]([CH:33]2[CH2:34][C:2](=[O:3])[CH2:1]2)=[CH:29][CH:28]=1. (3) Given the reactants C(N(CC)CC)C.[C:8]([C:12]1[CH:16]=[C:15]([NH:17][C:18](=[O:26])OC2C=CC=CC=2)[N:14]([C:27]2[CH:32]=[CH:31][C:30]([CH3:33])=[CH:29][CH:28]=2)[N:13]=1)([CH3:11])([CH3:10])[CH3:9].[NH2:34][C:35]1[C:44]2[C:39](=[CH:40][CH:41]=[CH:42][CH:43]=2)[C:38]([O:45][C:46]2[CH:51]=[CH:50][N:49]=[C:48]([NH:52][C:53]3[CH:58]=[C:57]([O:59][CH2:60][CH2:61][O:62][CH2:63][CH2:64][O:65][CH2:66][CH2:67][O:68][CH3:69])[CH:56]=[C:55]([O:70][CH3:71])[CH:54]=3)[N:47]=2)=[CH:37][CH:36]=1, predict the reaction product. The product is: [C:8]([C:12]1[CH:16]=[C:15]([NH:17][C:18]([NH:34][C:35]2[C:44]3[C:39](=[CH:40][CH:41]=[CH:42][CH:43]=3)[C:38]([O:45][C:46]3[CH:51]=[CH:50][N:49]=[C:48]([NH:52][C:53]4[CH:58]=[C:57]([O:59][CH2:60][CH2:61][O:62][CH2:63][CH2:64][O:65][CH2:66][CH2:67][O:68][CH3:69])[CH:56]=[C:55]([O:70][CH3:71])[CH:54]=4)[N:47]=3)=[CH:37][CH:36]=2)=[O:26])[N:14]([C:27]2[CH:32]=[CH:31][C:30]([CH3:33])=[CH:29][CH:28]=2)[N:13]=1)([CH3:11])([CH3:10])[CH3:9]. (4) Given the reactants [CH2:1]([O:3][C:4](=[O:8])[CH2:5][C:6]#[N:7])[CH3:2].CC(C)([O-])C.[K+].Cl[C:16]1[C:21](Cl)=[CH:20][CH:19]=[CH:18][C:17]=1[N+:23]([O-:25])=[O:24].[ClH:26], predict the reaction product. The product is: [CH2:1]([O:3][C:4](=[O:8])[CH:5]([CH:16]1[CH:21]=[CH:20][CH:19]=[CH:18][C:17]1([Cl:26])[N+:23]([O-:25])=[O:24])[C:6]#[N:7])[CH3:2]. (5) Given the reactants [F:1][C:2]1[CH:26]=[CH:25][CH:24]=[CH:23][C:3]=1[CH2:4][C:5]1[C:9]([C:10](Cl)=[N:11][OH:12])=[CH:8][N:7]([CH2:14][C:15]2[CH:20]=[CH:19][C:18]([O:21][CH3:22])=[CH:17][CH:16]=2)[N:6]=1.[CH:27]([O:29][CH2:30][CH3:31])=[CH2:28].C(=O)(O)[O-].[Na+], predict the reaction product. The product is: [CH2:27]([O:29][CH:30]1[O:12][N:11]=[C:10]([C:9]2[C:5]([CH2:4][C:3]3[CH:23]=[CH:24][CH:25]=[CH:26][C:2]=3[F:1])=[N:6][N:7]([CH2:14][C:15]3[CH:20]=[CH:19][C:18]([O:21][CH3:22])=[CH:17][CH:16]=3)[CH:8]=2)[CH2:31]1)[CH3:28].